From a dataset of Reaction yield outcomes from USPTO patents with 853,638 reactions. Predict the reaction yield, written as a fraction of the theoretical maximum amount of product (1.0 means a 100% yield; for example, 0.34 means a 34% yield). (1) The reactants are [C:1]([O:5][C:6]([NH:8][CH:9]([C:13]1[CH:18]=[C:17]([F:19])[CH:16]=[CH:15][C:14]=1[F:20])[C:10]([OH:12])=O)=[O:7])([CH3:4])([CH3:3])[CH3:2].[CH:21]1([NH2:27])[CH2:26][CH2:25][CH2:24][CH2:23][CH2:22]1. No catalyst specified. The product is [C:1]([O:5][C:6](=[O:7])[NH:8][CH:9]([C:10](=[O:12])[NH:27][CH:21]1[CH2:26][CH2:25][CH2:24][CH2:23][CH2:22]1)[C:13]1[CH:18]=[C:17]([F:19])[CH:16]=[CH:15][C:14]=1[F:20])([CH3:2])([CH3:3])[CH3:4]. The yield is 0.900. (2) The reactants are Cl[C:2]1[N:7]=[C:6]([NH:8][C:9]2[CH:10]=[C:11]([CH:16]=[CH:17][CH:18]=2)[O:12][CH2:13][CH2:14][OH:15])[C:5]([Cl:19])=[CH:4][N:3]=1.[NH2:20][C:21]1[CH:22]=[C:23]([OH:27])[CH:24]=[CH:25][CH:26]=1. No catalyst specified. The product is [Cl:19][C:5]1[C:6]([NH:8][C:9]2[CH:18]=[CH:17][CH:16]=[C:11]([O:12][CH2:13][CH2:14][OH:15])[CH:10]=2)=[N:7][C:2]([NH:20][C:21]2[CH:22]=[C:23]([OH:27])[CH:24]=[CH:25][CH:26]=2)=[N:3][CH:4]=1. The yield is 0.340.